Dataset: Forward reaction prediction with 1.9M reactions from USPTO patents (1976-2016). Task: Predict the product of the given reaction. Given the reactants C[O:2][C:3]1[CH:4]=[C:5]([C:11]2[CH:16]=[CH:15][C:14]([CH2:17][CH2:18][CH2:19][CH2:20][CH3:21])=[CH:13][CH:12]=2)[CH:6]=[C:7]([O:9]C)[CH:8]=1.B(Br)(Br)Br, predict the reaction product. The product is: [CH2:17]([C:14]1[CH:13]=[CH:12][C:11]([C:5]2[CH:6]=[C:7]([OH:9])[CH:8]=[C:3]([OH:2])[CH:4]=2)=[CH:16][CH:15]=1)[CH2:18][CH2:19][CH2:20][CH3:21].